This data is from Reaction yield outcomes from USPTO patents with 853,638 reactions. The task is: Predict the reaction yield, written as a fraction of the theoretical maximum amount of product (1.0 means a 100% yield; for example, 0.34 means a 34% yield). The reactants are [F:1][C:2]1[N:6]([CH3:7])[N:5]=[C:4]([CH3:8])[C:3]=1[C:9](Cl)=[O:10].[Cl:12][C:13]1[CH:14]=[C:15]([C:24]2[CH:29]=[CH:28][CH:27]=[CH:26][CH:25]=2)[CH:16]=[CH:17][C:18]=1[CH2:19][NH:20][CH:21]1[CH2:23][CH2:22]1.C(N(CC)CC)C. The catalyst is O1CCCC1. The product is [Cl:12][C:13]1[CH:14]=[C:15]([C:24]2[CH:29]=[CH:28][CH:27]=[CH:26][CH:25]=2)[CH:16]=[CH:17][C:18]=1[CH2:19][N:20]([CH:21]1[CH2:22][CH2:23]1)[C:9]([C:3]1[C:4]([CH3:8])=[N:5][N:6]([CH3:7])[C:2]=1[F:1])=[O:10]. The yield is 0.720.